Dataset: Reaction yield outcomes from USPTO patents with 853,638 reactions. Task: Predict the reaction yield, written as a fraction of the theoretical maximum amount of product (1.0 means a 100% yield; for example, 0.34 means a 34% yield). (1) The reactants are [CH:1]([O:4][C:5]1[N:10]=[C:9]([C:11]2[CH:12]=[C:13]3[C:17](=[CH:18][CH:19]=2)[NH:16][CH:15]=[C:14]3[C:20]2[O:24][C:23](=[O:25])[NH:22][N:21]=2)[CH:8]=[N:7][CH:6]=1)([CH3:3])[CH3:2].Br[CH:27]([CH3:29])[CH3:28].[H-].[Na+]. The catalyst is CN(C=O)C. The product is [CH:1]([O:4][C:5]1[N:10]=[C:9]([C:11]2[CH:12]=[C:13]3[C:17](=[CH:18][CH:19]=2)[NH:16][CH:15]=[C:14]3[C:20]2[O:24][C:23](=[O:25])[N:22]([CH:27]([CH3:29])[CH3:28])[N:21]=2)[CH:8]=[N:7][CH:6]=1)([CH3:3])[CH3:2]. The yield is 0.220. (2) The reactants are C(OC([N:8]([C:16]1[C:21]([C:22]2[O:23][C:24]([C:27]3[CH:32]=[CH:31][CH:30]=[CH:29][CH:28]=3)=[N:25][N:26]=2)=[N:20][C:19]([C:33]2[CH2:42][CH2:41][C:36]3(OCC[O:37]3)[CH2:35][CH:34]=2)=[CH:18][N:17]=1)C(=O)OC(C)(C)C)=O)(C)(C)C.CC(O)=O.O.[OH-].[Na+]. The catalyst is CCOC(C)=O. The product is [NH2:8][C:16]1[N:17]=[CH:18][C:19]([C:33]2[CH2:42][CH2:41][C:36](=[O:37])[CH2:35][CH:34]=2)=[N:20][C:21]=1[C:22]1[O:23][C:24]([C:27]2[CH:32]=[CH:31][CH:30]=[CH:29][CH:28]=2)=[N:25][N:26]=1. The yield is 0.820. (3) The reactants are [CH3:1][C:2]1[C:6]([CH2:7][N:8]2[CH:12]=[C:11]([NH2:13])[CH:10]=[N:9]2)=[C:5]([CH3:14])[O:4][N:3]=1.[CH2:15]([N:22]=[C:23]=[O:24])[C:16]1[CH:21]=[CH:20][CH:19]=[CH:18][CH:17]=1. The catalyst is C(#N)C. The product is [CH2:15]([NH:22][C:23]([NH:13][C:11]1[CH:10]=[N:9][N:8]([CH2:7][C:6]2[C:2]([CH3:1])=[N:3][O:4][C:5]=2[CH3:14])[CH:12]=1)=[O:24])[C:16]1[CH:21]=[CH:20][CH:19]=[CH:18][CH:17]=1. The yield is 0.510.